From a dataset of NCI-60 drug combinations with 297,098 pairs across 59 cell lines. Regression. Given two drug SMILES strings and cell line genomic features, predict the synergy score measuring deviation from expected non-interaction effect. (1) Synergy scores: CSS=21.6, Synergy_ZIP=-7.01, Synergy_Bliss=1.11, Synergy_Loewe=4.66, Synergy_HSA=4.94. Drug 1: C1CCC(C1)C(CC#N)N2C=C(C=N2)C3=C4C=CNC4=NC=N3. Cell line: UO-31. Drug 2: CCCCC(=O)OCC(=O)C1(CC(C2=C(C1)C(=C3C(=C2O)C(=O)C4=C(C3=O)C=CC=C4OC)O)OC5CC(C(C(O5)C)O)NC(=O)C(F)(F)F)O. (2) Drug 1: CC(CN1CC(=O)NC(=O)C1)N2CC(=O)NC(=O)C2. Drug 2: C1CN(P(=O)(OC1)NCCCl)CCCl. Cell line: A498. Synergy scores: CSS=26.1, Synergy_ZIP=-1.07, Synergy_Bliss=2.62, Synergy_Loewe=-7.28, Synergy_HSA=1.79.